Dataset: Forward reaction prediction with 1.9M reactions from USPTO patents (1976-2016). Task: Predict the product of the given reaction. Given the reactants [S:1]1[CH:5]=[CH:4][C:3]2[CH:6]=[C:7]([CH:10]3[C:19]4[C:14](=[CH:15][CH:16]=[CH:17][CH:18]=4)[CH2:13][NH:12][CH2:11]3)[CH:8]=[CH:9][C:2]1=2.C([O:22][C:23]1([O:26][Si](C)(C)C)[CH2:25][CH2:24]1)C.[C:31]([OH:34])(=[O:33])C.C([BH3-])#N.[Na+], predict the reaction product. The product is: [C:23]([OH:22])(=[O:26])/[CH:25]=[CH:24]/[C:31]([OH:34])=[O:33].[S:1]1[CH:5]=[CH:4][C:3]2[CH:6]=[C:7]([CH:10]3[C:19]4[C:14](=[CH:15][CH:16]=[CH:17][CH:18]=4)[CH2:13][N:12]([CH:23]4[CH2:25][CH2:24]4)[CH2:11]3)[CH:8]=[CH:9][C:2]1=2.